From a dataset of Reaction yield outcomes from USPTO patents with 853,638 reactions. Predict the reaction yield, written as a fraction of the theoretical maximum amount of product (1.0 means a 100% yield; for example, 0.34 means a 34% yield). (1) The reactants are [CH3:1][O:2][C:3]1[CH:4]=[C:5]2[C:10](=[CH:11][CH:12]=1)[C:9]([O:13][CH2:14]OC)=[C:8]([C:17]1[CH:21]=[CH:20][S:19][CH:18]=1)[C:7]([CH3:22])=[CH:6]2.C([O-])([O-])=O.[Cs+].[Cs+].FC1[CH:37]=[CH:36][C:33]([CH:34]=[O:35])=[CH:32][CH:31]=1. The catalyst is Cl.O1CCOCC1.O.CCOC(C)=O. The product is [CH3:1][O:2][C:3]1[CH:4]=[C:5]2[C:10](=[CH:11][CH:12]=1)[C:9]([O:13][C:14]1[CH:37]=[CH:36][C:33]([CH:34]=[O:35])=[CH:32][CH:31]=1)=[C:8]([C:17]1[CH:21]=[CH:20][S:19][CH:18]=1)[C:7]([CH3:22])=[CH:6]2. The yield is 0.740. (2) The reactants are FC(F)(F)S(O[C:7]1[CH:16]=[CH:15][C:14]2[C:9](=[CH:10][CH:11]=[CH:12][CH:13]=2)[C:8]=1[N+:17]([O-:19])=[O:18])(=O)=O.[C:22]1([C:28]#[C:29][C:30]2[CH:36]=[CH:35][C:33]([NH2:34])=[CH:32][CH:31]=2)[CH:27]=[CH:26][CH:25]=[CH:24][CH:23]=1.C1(P(C2C=CC=CC=2)C2C=CC=CC=2)C=CC=CC=1.C1(P(C2C=CC=CC=2)C2C3OC4C(=CC=CC=4P(C4C=CC=CC=4)C4C=CC=CC=4)C(C)(C)C=3C=CC=2)C=CC=CC=1.C(=O)([O-])[O-].[K+].[K+]. The catalyst is C1(C)C=CC=CC=1.C([O-])(=O)C.[Pd+2].C([O-])(=O)C. The product is [N+:17]([C:8]1[C:9]2[C:14](=[CH:13][CH:12]=[CH:11][CH:10]=2)[CH:15]=[CH:16][C:7]=1[NH:34][C:33]1[CH:32]=[CH:31][C:30]([CH:29]=[CH:28][C:22]2[CH:23]=[CH:24][CH:25]=[CH:26][CH:27]=2)=[CH:36][CH:35]=1)([O-:19])=[O:18]. The yield is 1.00. (3) The reactants are [Br:1][C:2]1[CH:7]=[CH:6][CH:5]=[C:4]([F:8])[C:3]=1[OH:9].[CH2:10](Br)[C:11]1[CH:16]=[CH:15][CH:14]=[CH:13][CH:12]=1.C([O-])([O-])=O.[K+].[K+]. The catalyst is CC#N.O.CCOCC. The product is [CH2:10]([O:9][C:3]1[C:4]([F:8])=[CH:5][CH:6]=[CH:7][C:2]=1[Br:1])[C:11]1[CH:16]=[CH:15][CH:14]=[CH:13][CH:12]=1. The yield is 1.00. (4) The reactants are C(OC(O[CH2:8][CH3:9])CBr)C.C(O)C.C(=O)([O-])O.[Na+].[NH2:18][C:19]1[N:20]=[N:21][CH:22]=[C:23]([C:25]([F:28])([CH3:27])[CH3:26])[N:24]=1. The catalyst is Br.O. The product is [F:28][C:25]([C:23]1[CH:22]=[N:21][N:20]2[CH:8]=[CH:9][N:18]=[C:19]2[N:24]=1)([CH3:27])[CH3:26]. The yield is 0.170. (5) The reactants are [F:1][C:2]1[CH:7]=[CH:6][CH:5]=[CH:4][C:3]=1[C:8]1[CH:13]=[CH:12][CH:11]=[C:10]([O:14][CH3:15])[C:9]=1[O:16][CH3:17].C([Li])CCC.[B:23](OC)([O:26]C)[O:24]C.Cl. The catalyst is C1COCC1.CCCCCC. The product is [F:1][C:2]1[CH:7]=[CH:6][CH:5]=[CH:4][C:3]=1[C:8]1[CH:13]=[CH:12][C:11]([B:23]([OH:26])[OH:24])=[C:10]([O:14][CH3:15])[C:9]=1[O:16][CH3:17]. The yield is 0.650. (6) The reactants are [CH3:1][C:2]1[C:7]([CH3:8])=[C:6]([CH3:9])[N:5]=[C:4](O)[N:3]=1.O=P(Cl)(Cl)[Cl:13].N(C1C=CC=CC=1)(CC)CC. No catalyst specified. The product is [Cl:13][C:4]1[N:3]=[C:2]([CH3:1])[C:7]([CH3:8])=[C:6]([CH3:9])[N:5]=1. The yield is 1.00.